This data is from Reaction yield outcomes from USPTO patents with 853,638 reactions. The task is: Predict the reaction yield, written as a fraction of the theoretical maximum amount of product (1.0 means a 100% yield; for example, 0.34 means a 34% yield). The reactants are Br[C:2]1[CH:7]=[CH:6][C:5]([CH2:8][CH2:9][C:10]#[N:11])=[CH:4][CH:3]=1.[B:12]1([B:12]2[O:16][C:15]([CH3:18])([CH3:17])[C:14]([CH3:20])([CH3:19])[O:13]2)[O:16][C:15]([CH3:18])([CH3:17])[C:14]([CH3:20])([CH3:19])[O:13]1. No catalyst specified. The product is [CH3:19][C:14]1([CH3:20])[C:15]([CH3:18])([CH3:17])[O:16][B:12]([C:2]2[CH:7]=[CH:6][C:5]([CH2:8][CH2:9][C:10]#[N:11])=[CH:4][CH:3]=2)[O:13]1. The yield is 0.970.